Dataset: Reaction yield outcomes from USPTO patents with 853,638 reactions. Task: Predict the reaction yield, written as a fraction of the theoretical maximum amount of product (1.0 means a 100% yield; for example, 0.34 means a 34% yield). (1) The reactants are C([O:3][C:4](=[O:34])[CH2:5][N:6]([CH2:19][CH2:20][NH:21][S:22]([C:25]1[S:26][C:27]2[CH:33]=[CH:32][CH:31]=[CH:30][C:28]=2[N:29]=1)(=[O:24])=[O:23])[C:7](=[O:18])[CH2:8][N:9]1[CH:17]=[C:15]([CH3:16])[C:13](=[O:14])[NH:12][C:10]1=[O:11])C.O.[OH-].[Li+].Cl. The catalyst is O1CCCC1.O. The product is [S:26]1[C:27]2[CH:33]=[CH:32][CH:31]=[CH:30][C:28]=2[N:29]=[C:25]1[S:22]([NH:21][CH2:20][CH2:19][N:6]([C:7](=[O:18])[CH2:8][N:9]1[CH:17]=[C:15]([CH3:16])[C:13](=[O:14])[NH:12][C:10]1=[O:11])[CH2:5][C:4]([OH:34])=[O:3])(=[O:23])=[O:24]. The yield is 0.950. (2) The reactants are [CH2:1]([N:8]([CH2:18][C:19]1(O)[CH2:24][CH2:23][N:22](C(OC(C)(C)C)=O)[CH2:21][CH2:20]1)[CH2:9][CH:10]([OH:17])[C:11]1[CH:16]=[CH:15][CH:14]=[CH:13][CH:12]=1)[C:2]1[CH:7]=[CH:6][CH:5]=[CH:4][CH:3]=1. The catalyst is Br. The product is [CH2:1]([N:8]1[CH2:18][C:19]2([CH2:24][CH2:23][NH:22][CH2:21][CH2:20]2)[O:17][CH:10]([C:11]2[CH:16]=[CH:15][CH:14]=[CH:13][CH:12]=2)[CH2:9]1)[C:2]1[CH:3]=[CH:4][CH:5]=[CH:6][CH:7]=1. The yield is 0.970. (3) The reactants are FC1C=C2C(C(I)=CN2S(C2C=CC=CC=2)(=O)=O)=CC=1.[F:21][C:22]1[CH:30]=[C:29]2[C:25]([C:26]([C:40]3[CH:41]=[N:42][N:43]([CH:45]4[CH2:50][CH2:49][N:48]([C:51](=[O:55])[CH2:52][CH2:53][OH:54])[CH2:47][CH2:46]4)[CH:44]=3)=[CH:27][N:28]2S(C2C=CC=CC=2)(=O)=O)=[CH:24][CH:23]=1. No catalyst specified. The product is [F:21][C:22]1[CH:30]=[C:29]2[C:25]([C:26]([C:40]3[CH:41]=[N:42][N:43]([CH:45]4[CH2:50][CH2:49][N:48]([C:51](=[O:55])[CH2:52][CH2:53][OH:54])[CH2:47][CH2:46]4)[CH:44]=3)=[CH:27][NH:28]2)=[CH:24][CH:23]=1. The yield is 0.350.